This data is from NCI-60 drug combinations with 297,098 pairs across 59 cell lines. The task is: Regression. Given two drug SMILES strings and cell line genomic features, predict the synergy score measuring deviation from expected non-interaction effect. (1) Drug 1: CC(C1=C(C=CC(=C1Cl)F)Cl)OC2=C(N=CC(=C2)C3=CN(N=C3)C4CCNCC4)N. Drug 2: CC1C(C(CC(O1)OC2CC(CC3=C2C(=C4C(=C3O)C(=O)C5=C(C4=O)C(=CC=C5)OC)O)(C(=O)CO)O)N)O.Cl. Cell line: MCF7. Synergy scores: CSS=37.1, Synergy_ZIP=-2.05, Synergy_Bliss=-1.43, Synergy_Loewe=-10.7, Synergy_HSA=0.155. (2) Drug 1: C1CC(=O)NC(=O)C1N2CC3=C(C2=O)C=CC=C3N. Drug 2: CC1C(C(CC(O1)OC2CC(OC(C2O)C)OC3=CC4=CC5=C(C(=O)C(C(C5)C(C(=O)C(C(C)O)O)OC)OC6CC(C(C(O6)C)O)OC7CC(C(C(O7)C)O)OC8CC(C(C(O8)C)O)(C)O)C(=C4C(=C3C)O)O)O)O. Cell line: LOX IMVI. Synergy scores: CSS=7.47, Synergy_ZIP=-1.34, Synergy_Bliss=2.27, Synergy_Loewe=3.54, Synergy_HSA=3.56. (3) Drug 1: COC1=C(C=C2C(=C1)N=CN=C2NC3=CC(=C(C=C3)F)Cl)OCCCN4CCOCC4. Drug 2: CC1C(C(CC(O1)OC2CC(CC3=C2C(=C4C(=C3O)C(=O)C5=C(C4=O)C(=CC=C5)OC)O)(C(=O)C)O)N)O.Cl. Cell line: SR. Synergy scores: CSS=89.6, Synergy_ZIP=20.7, Synergy_Bliss=20.2, Synergy_Loewe=14.3, Synergy_HSA=22.1. (4) Drug 1: C1=CN(C(=O)N=C1N)C2C(C(C(O2)CO)O)O.Cl. Drug 2: C1=NC(=NC(=O)N1C2C(C(C(O2)CO)O)O)N. Cell line: KM12. Synergy scores: CSS=27.1, Synergy_ZIP=-8.80, Synergy_Bliss=-9.91, Synergy_Loewe=-11.3, Synergy_HSA=-6.54.